This data is from Experimentally validated miRNA-target interactions with 360,000+ pairs, plus equal number of negative samples. The task is: Binary Classification. Given a miRNA mature sequence and a target amino acid sequence, predict their likelihood of interaction. (1) The miRNA is hsa-miR-574-3p with sequence CACGCUCAUGCACACACCCACA. The protein sequence of the target gene is MKTLRARFKKTELRLSPTDLGSCPPCGPCPIPKPAARGRRQSQDWGKSDERLLQAVENNDAPRVAALIARKGLVPTKLDPEGKSAFHLAAMRGAASCLEVMIAHGSNVMSADGAGYNALHLAAKYGHPQCLKQLLQASCVVDVVDSSGWTALHHAAAGGCLSCSEVLCSFKAHLNPQDRSGATPLIIAAQMCHTDLCRLLLQQGAAANDQDLQGRTALMLACEGASPETVEVLLQGGAQPGITDALGQDAAHYGALAGDKLILHLLQEAAQRPSPPSALTEDDSGEASSQNSMSSHGKQG.... Result: 0 (no interaction). (2) The miRNA is hsa-miR-5692a with sequence CAAAUAAUACCACAGUGGGUGU. The protein sequence of the target gene is MEPLRVLELYSGVGGMHHALRESCIPAQVVAAIDVNTVANEVYKYNFPHTQLLAKTIEGITLEEFDRLSFDMILMSPPCQPFTRIGRQGDMTDSRTNSFLHILDILPRLQKLPKYILLENVKGFEVSSTRDLLIQTIENCGFQYQEFLLSPTSLGIPNSRLRYFLIAKLQSEPLPFQAPGQVLMEFPKIESVHPQKYAMDVENKIQEKNVEPNISFDGSIQCSGKDAILFKLETAEEIHRKNQQDSDLSVKMLKDFLEDDTDVNQYLLPPKSLLRYALLLDIVQPTCRRSVCFTKGYGSY.... Result: 1 (interaction).